Dataset: Full USPTO retrosynthesis dataset with 1.9M reactions from patents (1976-2016). Task: Predict the reactants needed to synthesize the given product. (1) Given the product [Cl:1][C:2]1[C:3]([CH2:8][NH:14][CH2:13][CH2:12][N:11]([CH3:15])[CH3:10])=[N:4][CH:5]=[CH:6][CH:7]=1, predict the reactants needed to synthesize it. The reactants are: [Cl:1][C:2]1[C:3]([CH:8]=O)=[N:4][CH:5]=[CH:6][CH:7]=1.[CH3:10][N:11]([CH3:15])[CH2:12][CH2:13][NH2:14].CCN(C(C)C)C(C)C.[BH-](OC(C)=O)(OC(C)=O)OC(C)=O.[Na+]. (2) Given the product [OH:7][C@H:8]([CH2:27][CH2:28][CH2:29][CH3:30])/[CH:9]=[CH:10]\[CH2:11][CH2:12][CH2:13][CH2:14][CH2:15][CH2:16][CH2:17][CH2:18][CH2:19][CH2:20][CH2:21][CH2:22][S:23]([NH2:26])(=[O:24])=[O:25], predict the reactants needed to synthesize it. The reactants are: C[O-].[Na+].C([O:7][C@H:8]([CH2:27][CH2:28][CH2:29][CH3:30])/[CH:9]=[CH:10]\[CH2:11][CH2:12][CH2:13][CH2:14][CH2:15][CH2:16][CH2:17][CH2:18][CH2:19][CH2:20][CH2:21][CH2:22][S:23]([NH2:26])(=[O:25])=[O:24])(=O)C.O. (3) Given the product [CH3:1][N:2]([CH:3]1[CH2:16][CH:15]2[C:6]([CH3:25])([CH:7]3[CH:12]([CH2:13][CH2:14]2)[CH:11]2[CH2:17][CH2:18][CH:19]4[CH:20]([CH3:24])[N:21]([CH3:23])[CH2:22][C:10]24[CH2:9][CH2:8]3)[CH2:5][CH2:4]1)[C:32](=[O:33])[CH2:31][C:27]1[S:26][CH:30]=[CH:29][CH:28]=1, predict the reactants needed to synthesize it. The reactants are: [CH3:1][NH:2][CH:3]1[CH2:16][C:15]2[C:6]([CH3:25])([CH:7]3[CH:12]([CH2:13][CH:14]=2)[CH:11]2[CH2:17][CH2:18][CH:19]4[CH:20]([CH3:24])[N:21]([CH3:23])[CH2:22][C:10]24[CH2:9][CH2:8]3)[CH2:5][CH2:4]1.[S:26]1[CH:30]=[CH:29][CH:28]=[C:27]1[CH2:31][C:32](Cl)=[O:33].C(Cl)(=O)C. (4) Given the product [Cl:1][C:2]1[CH:3]=[CH:4][C:5]([O:12][CH3:13])=[C:6]([S:8]([N:30]2[C:31]3[C:26](=[CH:25][CH:24]=[C:23]([N+:20]([O-:22])=[O:21])[CH:32]=3)[CH2:27][CH2:28][CH2:29]2)(=[O:10])=[O:9])[CH:7]=1, predict the reactants needed to synthesize it. The reactants are: [Cl:1][C:2]1[CH:3]=[CH:4][C:5]([O:12][CH3:13])=[C:6]([S:8](Cl)(=[O:10])=[O:9])[CH:7]=1.N1C=CC=CC=1.[N+:20]([C:23]1[CH:32]=[C:31]2[C:26]([CH2:27][CH2:28][CH2:29][NH:30]2)=[CH:25][CH:24]=1)([O-:22])=[O:21]. (5) Given the product [N:15]1[CH:14]=[CH:13][CH:12]=[N:11][C:10]=1[C:5]1([C:8]#[N:9])[CH2:6][CH2:7][C:2]2([O:18][CH2:17][CH2:16][O:1]2)[CH2:3][CH2:4]1, predict the reactants needed to synthesize it. The reactants are: [O:1]=[C:2]1[CH2:7][CH2:6][C:5]([C:10]2[N:15]=[CH:14][CH:13]=[CH:12][N:11]=2)([C:8]#[N:9])[CH2:4][CH2:3]1.[CH2:16](O)[CH2:17][OH:18].O.